From a dataset of Catalyst prediction with 721,799 reactions and 888 catalyst types from USPTO. Predict which catalyst facilitates the given reaction. (1) The catalyst class is: 497. Reactant: [F:1][C@H:2]1[CH2:6][N:5]([CH2:7][CH2:8][C:9]2[C:18]3[C:13](=[CH:14][CH:15]=[C:16]([O:19][CH3:20])[N:17]=3)[N:12]=[CH:11][C:10]=2[F:21])[CH2:4][C@H:3]1[CH2:22][NH2:23].[O:24]=[C:25]1[NH:30][C:29]2[N:31]=[C:32]([CH:35]=O)[CH:33]=[CH:34][C:28]=2[S:27][CH2:26]1.[BH-](OC(C)=O)(OC(C)=O)OC(C)=O.[Na+]. Product: [F:1][C@H:2]1[CH2:6][N:5]([CH2:7][CH2:8][C:9]2[C:18]3[C:13](=[CH:14][CH:15]=[C:16]([O:19][CH3:20])[N:17]=3)[N:12]=[CH:11][C:10]=2[F:21])[CH2:4][C@H:3]1[CH2:22][NH:23][CH2:35][C:32]1[CH:33]=[CH:34][C:28]2[S:27][CH2:26][C:25](=[O:24])[NH:30][C:29]=2[N:31]=1. (2) Reactant: C([Li])CCC.Br[C:7]1[S:8][CH:9]=[C:10]([Br:12])[CH:11]=1.[N:13]1[O:14][CH2:15][CH:16]2[CH2:21][CH2:20][O:19][CH2:18][C:17]=12.[Cl-].[NH4+]. Product: [Br:12][C:10]1[CH:11]=[C:7]([C@@:17]23[CH2:18][O:19][CH2:20][CH2:21][C@H:16]2[CH2:15][O:14][NH:13]3)[S:8][CH:9]=1. The catalyst class is: 247.